From a dataset of Catalyst prediction with 721,799 reactions and 888 catalyst types from USPTO. Predict which catalyst facilitates the given reaction. Reactant: [NH2:1][C:2]1[CH:7]=[C:6]([Cl:8])[C:5]([Br:9])=[CH:4][C:3]=1[OH:10].[Yb+3].FC(F)(F)S([O-])(=O)=O.FC(F)(F)S([O-])(=O)=O.FC(F)(F)S([O-])(=O)=O.[C:36](OC)(OC)(OC)[CH3:37]. Product: [Br:9][C:5]1[C:6]([Cl:8])=[CH:7][C:2]2[N:1]=[C:36]([CH3:37])[O:10][C:3]=2[CH:4]=1. The catalyst class is: 14.